Dataset: Reaction yield outcomes from USPTO patents with 853,638 reactions. Task: Predict the reaction yield, written as a fraction of the theoretical maximum amount of product (1.0 means a 100% yield; for example, 0.34 means a 34% yield). (1) The reactants are [CH2:1]([O:3][P:4](/[CH:9]=[CH:10]/[C@@:11]1([NH:30][C:31](=[O:37])[O:32][C:33]([CH3:36])([CH3:35])[CH3:34])[CH2:15][CH2:14][C@H:13]([C:16]2[CH:21]=[CH:20][C:19]([CH2:22][CH2:23][CH2:24][CH2:25][CH2:26][CH2:27][CH2:28][CH3:29])=[CH:18][CH:17]=2)[CH2:12]1)([O:6][CH2:7][CH3:8])=[O:5])[CH3:2]. The catalyst is C(O)C.[Pd]. The product is [CH2:7]([O:6][P:4]([CH2:9][CH2:10][C@@:11]1([NH:30][C:31](=[O:37])[O:32][C:33]([CH3:34])([CH3:35])[CH3:36])[CH2:15][CH2:14][C@H:13]([C:16]2[CH:17]=[CH:18][C:19]([CH2:22][CH2:23][CH2:24][CH2:25][CH2:26][CH2:27][CH2:28][CH3:29])=[CH:20][CH:21]=2)[CH2:12]1)([O:3][CH2:1][CH3:2])=[O:5])[CH3:8]. The yield is 0.990. (2) The reactants are C[O:2][C:3]([C:5]1[N:6]([NH2:11])[CH:7]=[C:8]([Br:10])[CH:9]=1)=O.[CH:12]([NH2:14])=O. The catalyst is C(OCC)(=O)C. The product is [Br:10][C:8]1[CH:9]=[C:5]2[N:6]([CH:7]=1)[N:11]=[CH:12][NH:14][C:3]2=[O:2]. The yield is 0.500. (3) The reactants are N(C(OC(C)C)=O)=NC(OC(C)C)=O.[CH3:15][O:16][C:17]1[CH:22]=[CH:21][C:20]([C:23]2[CH:28]=[CH:27][C:26]([S:29]([NH:32][C:33](=[O:39])[O:34][C:35]([CH3:38])([CH3:37])[CH3:36])(=[O:31])=[O:30])=[CH:25][CH:24]=2)=[CH:19][CH:18]=1.[CH3:40][CH:41](O)[C:42]#[CH:43].C1C=CC(P(C2C=CC=CC=2)C2C=CC=CC=2)=CC=1. The catalyst is C1COCC1. The product is [CH3:43][CH:42]([N:32]([S:29]([C:26]1[CH:27]=[CH:28][C:23]([C:20]2[CH:21]=[CH:22][C:17]([O:16][CH3:15])=[CH:18][CH:19]=2)=[CH:24][CH:25]=1)(=[O:31])=[O:30])[C:33](=[O:39])[O:34][C:35]([CH3:36])([CH3:38])[CH3:37])[C:41]#[CH:40]. The yield is 0.940. (4) The reactants are [CH2:1]([OH:5])[CH:2]([OH:4])[CH3:3].[C:6]1([CH3:16])[CH:11]=[CH:10][C:9]([S:12](Cl)(=[O:14])=[O:13])=[CH:8][CH:7]=1.C(N(CC)CC)C. The catalyst is ClCCl.CN(C)C1C=CN=CC=1. The product is [C:6]1([CH3:16])[CH:11]=[CH:10][C:9]([S:12]([O:5][CH2:1][CH:2]([OH:4])[CH3:3])(=[O:14])=[O:13])=[CH:8][CH:7]=1. The yield is 0.730. (5) The reactants are [C:1]([O:5][C:6]([N:8]([C:13]1[CH:32]=[CH:31][C:16]([C:17]([O:19][CH2:20][C:21]([O:23]CC2C=CC=CC=2)=[O:22])=[O:18])=[CH:15][C:14]=1[O:33][CH2:34][CH:35]1[CH2:37][CH2:36]1)[S:9]([CH3:12])(=[O:11])=[O:10])=[O:7])([CH3:4])([CH3:3])[CH3:2].CO. The catalyst is CCOC(C)=O.[Pd]. The product is [C:1]([O:5][C:6]([N:8]([C:13]1[CH:32]=[CH:31][C:16]([C:17]([O:19][CH2:20][C:21]([OH:23])=[O:22])=[O:18])=[CH:15][C:14]=1[O:33][CH2:34][CH:35]1[CH2:36][CH2:37]1)[S:9]([CH3:12])(=[O:11])=[O:10])=[O:7])([CH3:4])([CH3:2])[CH3:3]. The yield is 0.790. (6) The reactants are P([O-])([O-])([O-])=O.[K+].[K+].[K+].Br[C:10]1[N:14]=[CH:13][N:12]([C:15]2[CH:20]=[CH:19][C:18]([O:21][C:22]([F:25])([F:24])[F:23])=[CH:17][CH:16]=2)[N:11]=1.CC1(C)C(C)(C)OB([C:34]2[CH:51]=[CH:50][C:37]([CH2:38][NH:39][C:40](=[O:49])[O:41][CH2:42][C:43]3[CH:48]=[CH:47][CH:46]=[CH:45][CH:44]=3)=[CH:36][CH:35]=2)O1.O. The catalyst is O1CCOCC1.CC(P(C(C)(C)C)[C]1[CH][CH][CH][CH]1)(C)C.CC(P(C(C)(C)C)[C]1[CH][CH][CH][CH]1)(C)C.Cl[Pd]Cl.[Fe]. The product is [F:23][C:22]([F:25])([F:24])[O:21][C:18]1[CH:19]=[CH:20][C:15]([N:12]2[CH:13]=[N:14][C:10]([C:34]3[CH:51]=[CH:50][C:37]([CH2:38][NH:39][C:40](=[O:49])[O:41][CH2:42][C:43]4[CH:44]=[CH:45][CH:46]=[CH:47][CH:48]=4)=[CH:36][CH:35]=3)=[N:11]2)=[CH:16][CH:17]=1. The yield is 0.870. (7) The reactants are C(=O)([O-])[O-].[Cs+].[Cs+].[Cl:7][C:8]1[CH:13]=[CH:12][C:11]([S:14]([NH:17][C@H:18]2[CH2:23][CH2:22][CH2:21][CH2:20][C@H:19]2[C:24]([NH2:26])=[O:25])(=[O:16])=[O:15])=[CH:10][CH:9]=1.Cl[CH2:28][C:29]1[CH:39]=[CH:38][C:32]([C:33]([NH:35][CH2:36][CH3:37])=[O:34])=[CH:31][CH:30]=1.[I-].[K+]. The catalyst is CN(C=O)C.C(OCC)(=O)C. The product is [C:24]([C@H:19]1[CH2:20][CH2:21][CH2:22][CH2:23][C@H:18]1[N:17]([CH2:28][C:29]1[CH:39]=[CH:38][C:32]([C:33]([NH:35][CH2:36][CH3:37])=[O:34])=[CH:31][CH:30]=1)[S:14]([C:11]1[CH:12]=[CH:13][C:8]([Cl:7])=[CH:9][CH:10]=1)(=[O:15])=[O:16])(=[O:25])[NH2:26]. The yield is 0.400. (8) The reactants are [CH2:1]([N:4]([CH2:16][CH2:17][CH3:18])[CH2:5][CH2:6][C:7]1[CH:12]=[CH:11][CH:10]=[CH:9][C:8]=1[CH2:13][C:14]#N)[CH2:2][CH3:3].S(=O)(=O)(O)[OH:20].[OH-:24].[Na+]. The catalyst is O. The product is [CH2:1]([N:4]([CH2:16][CH2:17][CH3:18])[CH2:5][CH2:6][C:7]1[CH:12]=[CH:11][CH:10]=[CH:9][C:8]=1[CH2:13][C:14]([OH:20])=[O:24])[CH2:2][CH3:3]. The yield is 0.991. (9) The reactants are [CH2:1]([O:3][C:4]([C:6]1[NH:7][C:8]2[C:13]([C:14]=1Br)=[CH:12][C:11]([NH:16][S:17]([C:20]1[CH:25]=[CH:24][C:23]([C:26]([CH3:29])([CH3:28])[CH3:27])=[CH:22][CH:21]=1)(=[O:19])=[O:18])=[CH:10][CH:9]=2)=[O:5])[CH3:2].[C:30]1([CH3:39])[CH:35]=[CH:34][CH:33]=[C:32](B(O)O)[CH:31]=1. The catalyst is CCCCCC.C(OCC)(=O)C. The product is [CH2:1]([O:3][C:4]([C:6]1[NH:7][C:8]2[C:13]([C:14]=1[C:32]1[CH:33]=[CH:34][CH:35]=[C:30]([CH3:39])[CH:31]=1)=[CH:12][C:11]([NH:16][S:17]([C:20]1[CH:25]=[CH:24][C:23]([C:26]([CH3:29])([CH3:28])[CH3:27])=[CH:22][CH:21]=1)(=[O:19])=[O:18])=[CH:10][CH:9]=2)=[O:5])[CH3:2]. The yield is 0.670. (10) The catalyst is C(Cl)Cl. The product is [F:27][C:26]([F:29])([F:28])[C:24]([OH:30])=[O:25].[F:23][C:2]1([F:1])[CH:7]([C:8]2[CH:13]=[CH:12][C:11]([O:14][CH3:15])=[CH:10][CH:9]=2)[CH2:6][CH2:5][NH:4][CH2:3]1. The yield is 1.00. The reactants are [F:1][C:2]1([F:23])[C@@H:7]([C:8]2[CH:13]=[CH:12][C:11]([O:14][CH3:15])=[CH:10][CH:9]=2)[CH2:6][CH2:5][N:4](C(OC(C)(C)C)=O)[CH2:3]1.[C:24]([OH:30])([C:26]([F:29])([F:28])[F:27])=[O:25].